From a dataset of Catalyst prediction with 721,799 reactions and 888 catalyst types from USPTO. Predict which catalyst facilitates the given reaction. (1) Reactant: Cl.Cl[C:3]1[N:8]2[N:9]=[C:10]([CH:12]3[CH2:17][CH2:16][N:15]([CH:18]([CH3:20])[CH3:19])[CH2:14][CH2:13]3)[N:11]=[C:7]2[CH:6]=[C:5]([C:21]2[CH:26]=[CH:25][C:24]([F:27])=[CH:23][C:22]=2[F:28])[N:4]=1.Cl.[NH2:30][C:31]1[C:36]([C:37]#[N:38])=[CH:35][CH:34]=[C:33]([NH:39][CH:40]2[CH2:45][CH2:44][CH2:43][NH:42][CH2:41]2)[N:32]=1.C(N(CC)C(C)C)(C)C. Product: [NH2:30][C:31]1[C:36]([C:37]#[N:38])=[CH:35][CH:34]=[C:33]([NH:39][CH:40]2[CH2:45][CH2:44][CH2:43][N:42]([C:3]3[N:8]4[N:9]=[C:10]([CH:12]5[CH2:13][CH2:14][N:15]([CH:18]([CH3:20])[CH3:19])[CH2:16][CH2:17]5)[N:11]=[C:7]4[CH:6]=[C:5]([C:21]4[CH:26]=[CH:25][C:24]([F:27])=[CH:23][C:22]=4[F:28])[N:4]=3)[CH2:41]2)[N:32]=1. The catalyst class is: 16. (2) Reactant: Cl.C(OC([N:9]1[CH2:14][C@H:13]([O:15][CH2:16][C:17]2[CH:26]=[C:25]([O:27][CH3:28])[C:24]3[C:19](=[CH:20][CH:21]=[CH:22][CH:23]=3)[CH:18]=2)[C@@H:12]([C:29]2[CH:34]=[CH:33][C:32]([O:35][CH2:36][CH2:37][CH2:38][O:39][CH2:40][C:41]3[CH:46]=[CH:45][CH:44]=[CH:43][C:42]=3[O:47][CH3:48])=[CH:31][CH:30]=2)[C@H:11]([CH2:49][OH:50])[CH2:10]1)=O)(C)(C)C. Product: [CH3:48][O:47][C:42]1[CH:43]=[CH:44][CH:45]=[CH:46][C:41]=1[CH2:40][O:39][CH2:38][CH2:37][CH2:36][O:35][C:32]1[CH:31]=[CH:30][C:29]([C@@H:12]2[C@@H:13]([O:15][CH2:16][C:17]3[CH:26]=[C:25]([O:27][CH3:28])[C:24]4[C:19](=[CH:20][CH:21]=[CH:22][CH:23]=4)[CH:18]=3)[CH2:14][NH:9][CH2:10][C@H:11]2[CH2:49][OH:50])=[CH:34][CH:33]=1. The catalyst class is: 5. (3) Reactant: [CH3:1][CH:2]1[CH2:7][CH2:6][C:5]([CH3:9])([CH3:8])[C:4](/[CH:10]=[CH:11]/[C:12]([O:14]C)=[O:13])=[CH:3]1.[OH-].[Na+]. Product: [CH3:1][CH:2]1[CH2:7][CH2:6][C:5]([CH3:8])([CH3:9])[C:4](/[CH:10]=[CH:11]/[C:12]([OH:14])=[O:13])=[CH:3]1. The catalyst class is: 24.